From a dataset of Blood-brain barrier penetration binary classification data from Martins et al.. Regression/Classification. Given a drug SMILES string, predict its absorption, distribution, metabolism, or excretion properties. Task type varies by dataset: regression for continuous measurements (e.g., permeability, clearance, half-life) or binary classification for categorical outcomes (e.g., BBB penetration, CYP inhibition). Dataset: bbb_martins. (1) The drug is CCCO. The result is 1 (penetrates BBB). (2) The drug is C[N+](C)([O-])CCCN1c2ccccc2CCc2ccccc21. The result is 1 (penetrates BBB).